Dataset: NCI-60 drug combinations with 297,098 pairs across 59 cell lines. Task: Regression. Given two drug SMILES strings and cell line genomic features, predict the synergy score measuring deviation from expected non-interaction effect. (1) Drug 1: CC(C1=C(C=CC(=C1Cl)F)Cl)OC2=C(N=CC(=C2)C3=CN(N=C3)C4CCNCC4)N. Drug 2: N.N.Cl[Pt+2]Cl. Cell line: NCIH23. Synergy scores: CSS=14.8, Synergy_ZIP=-2.33, Synergy_Bliss=1.32, Synergy_Loewe=-2.17, Synergy_HSA=0.724. (2) Drug 1: CC1=C(N=C(N=C1N)C(CC(=O)N)NCC(C(=O)N)N)C(=O)NC(C(C2=CN=CN2)OC3C(C(C(C(O3)CO)O)O)OC4C(C(C(C(O4)CO)O)OC(=O)N)O)C(=O)NC(C)C(C(C)C(=O)NC(C(C)O)C(=O)NCCC5=NC(=CS5)C6=NC(=CS6)C(=O)NCCC[S+](C)C)O. Drug 2: CC12CCC3C(C1CCC2O)C(CC4=C3C=CC(=C4)O)CCCCCCCCCS(=O)CCCC(C(F)(F)F)(F)F. Cell line: SK-MEL-5. Synergy scores: CSS=14.2, Synergy_ZIP=-8.67, Synergy_Bliss=-12.9, Synergy_Loewe=-17.9, Synergy_HSA=-10.9. (3) Drug 1: CC1=CC=C(C=C1)C2=CC(=NN2C3=CC=C(C=C3)S(=O)(=O)N)C(F)(F)F. Drug 2: CC(C)NC(=O)C1=CC=C(C=C1)CNNC.Cl. Cell line: SF-268. Synergy scores: CSS=-3.98, Synergy_ZIP=1.14, Synergy_Bliss=-0.0578, Synergy_Loewe=-3.03, Synergy_HSA=-2.96. (4) Drug 2: CC1=C(C(=CC=C1)Cl)NC(=O)C2=CN=C(S2)NC3=CC(=NC(=N3)C)N4CCN(CC4)CCO. Drug 1: CN(C)N=NC1=C(NC=N1)C(=O)N. Synergy scores: CSS=12.7, Synergy_ZIP=-2.28, Synergy_Bliss=2.06, Synergy_Loewe=-92.7, Synergy_HSA=0.420. Cell line: SF-539. (5) Drug 1: C1CC(=O)NC(=O)C1N2CC3=C(C2=O)C=CC=C3N. Drug 2: C1CCC(C(C1)N)N.C(=O)(C(=O)[O-])[O-].[Pt+4]. Cell line: OVCAR-5. Synergy scores: CSS=9.75, Synergy_ZIP=-4.92, Synergy_Bliss=-0.282, Synergy_Loewe=0.903, Synergy_HSA=1.08. (6) Drug 1: CCC1=CC2CC(C3=C(CN(C2)C1)C4=CC=CC=C4N3)(C5=C(C=C6C(=C5)C78CCN9C7C(C=CC9)(C(C(C8N6C)(C(=O)OC)O)OC(=O)C)CC)OC)C(=O)OC.C(C(C(=O)O)O)(C(=O)O)O. Drug 2: CC1=C2C(C(=O)C3(C(CC4C(C3C(C(C2(C)C)(CC1OC(=O)C(C(C5=CC=CC=C5)NC(=O)OC(C)(C)C)O)O)OC(=O)C6=CC=CC=C6)(CO4)OC(=O)C)O)C)O. Cell line: U251. Synergy scores: CSS=62.1, Synergy_ZIP=-3.89, Synergy_Bliss=-5.40, Synergy_Loewe=-5.04, Synergy_HSA=-1.94.